This data is from Reaction yield outcomes from USPTO patents with 853,638 reactions. The task is: Predict the reaction yield, written as a fraction of the theoretical maximum amount of product (1.0 means a 100% yield; for example, 0.34 means a 34% yield). (1) The reactants are [Cl-].[Ce+3].[Cl-].[Cl-].[BH4-:5].[Na+].[CH3:7][N:8]([CH3:26])[C:9]1[CH:14]=[CH:13][C:12]([PH:15](=O)[C:16]2[CH:21]=[CH:20][C:19]([N:22]([CH3:24])[CH3:23])=[CH:18][CH:17]=2)=[CH:11][CH:10]=1.[H-].[Al+3].[Li+].[H-].[H-].[H-].Cl.[OH-].[Na+]. The catalyst is O1CCCC1.C1(C)C=CC=CC=1.O. The product is [CH3:7][N:8]([CH3:26])[C:9]1[CH:10]=[CH:11][C:12]([PH:15][C:16]2[CH:21]=[CH:20][C:19]([N:22]([CH3:24])[CH3:23])=[CH:18][CH:17]=2)=[CH:13][CH:14]=1.[BH3:5]. The yield is 0.205. (2) The reactants are [C:1]([O:5][C:6](=[O:20])[CH2:7][CH2:8][CH2:9][O:10][C:11]1[CH:12]=[C:13]([CH:17]=[CH:18][CH:19]=1)[C:14]([OH:16])=O)([CH3:4])([CH3:3])[CH3:2].Cl.[OH:22][C@H:23]1[CH2:27][NH:26][C@H:25]([C:28]([NH:30][CH2:31][C:32]2[CH:37]=[CH:36][C:35]([C:38]3[S:42][CH:41]=[N:40][C:39]=3[CH3:43])=[CH:34][CH:33]=2)=[O:29])[CH2:24]1.CCN(C(C)C)C(C)C.CN(C(ON1N=NC2C=CC=NC1=2)=[N+](C)C)C.F[P-](F)(F)(F)(F)F. The catalyst is CN(C=O)C. The product is [OH:22][C@H:23]1[CH2:27][N:26]([C:14]([C:13]2[CH:12]=[C:11]([CH:19]=[CH:18][CH:17]=2)[O:10][CH2:9][CH2:8][CH2:7][C:6]([O:5][C:1]([CH3:2])([CH3:3])[CH3:4])=[O:20])=[O:16])[C@H:25]([C:28](=[O:29])[NH:30][CH2:31][C:32]2[CH:33]=[CH:34][C:35]([C:38]3[S:42][CH:41]=[N:40][C:39]=3[CH3:43])=[CH:36][CH:37]=2)[CH2:24]1. The yield is 0.790. (3) The reactants are C[O:2][C:3](=[O:39])[CH2:4][CH:5]([OH:38])[CH2:6][CH:7]([OH:37])[CH2:8][CH2:9][C:10]1[N:11]([C:30]2[CH:35]=[CH:34][C:33]([F:36])=[CH:32][CH:31]=2)[N:12]=[C:13]([C:18](=[O:29])[N:19]([CH3:28])[CH2:20][C:21]2[CH:26]=[CH:25][CH:24]=[CH:23][C:22]=2[CH3:27])[C:14]=1[CH:15]([CH3:17])[CH3:16].[OH-].[Na+:41]. The catalyst is CO. The product is [Na+:41].[F:36][C:33]1[CH:32]=[CH:31][C:30]([N:11]2[C:10]([CH2:9][CH2:8][C@@H:7]([OH:37])[CH2:6][C@@H:5]([OH:38])[CH2:4][C:3]([O-:39])=[O:2])=[C:14]([CH:15]([CH3:17])[CH3:16])[C:13]([C:18](=[O:29])[N:19]([CH3:28])[CH2:20][C:21]3[CH:26]=[CH:25][CH:24]=[CH:23][C:22]=3[CH3:27])=[N:12]2)=[CH:35][CH:34]=1. The yield is 0.990. (4) The product is [CH3:17][NH:18][C:4]([C:6]1[N:7]([CH3:16])[C:8]2[C:13]([CH:14]=1)=[CH:12][C:11]([Cl:15])=[CH:10][CH:9]=2)=[O:3]. The yield is 0.960. The reactants are C([O:3][C:4]([C:6]1[N:7]([CH3:16])[C:8]2[C:13]([CH:14]=1)=[CH:12][C:11]([Cl:15])=[CH:10][CH:9]=2)=O)C.[CH3:17][N:18](C)O. The catalyst is C1(C)C=CC=CC=1. (5) The reactants are [NH2:1][CH2:2][C:3]1[CH:17]=[CH:16][C:6]([O:7]C2C=CC=CC=2C#N)=[CH:5][CH:4]=1.Br[C:19]1C=CC=[CH:23][C:20]=1[C:21]#N.CC(C)(C(=O)CC(=O)C(C)(C)C)C.[C:40](=O)([O-:42])[O-:41].[Cs+].[Cs+]. The catalyst is CN1C(=O)CCC1.[Cu]Cl. The product is [C:20]([O:42][C:40](=[O:41])[NH:1][CH2:2][C:3]1[CH:4]=[CH:5][C:6]([OH:7])=[CH:16][CH:17]=1)([CH3:23])([CH3:21])[CH3:19]. The yield is 0.380. (6) The reactants are Cl.[CH2:2]([C:4]1([C:10]([O:12][CH2:13][CH3:14])=[O:11])[CH2:9][CH2:8][NH:7][CH2:6][CH2:5]1)[CH3:3].Br[C:16]1[S:17][CH:18]=[C:19]([Br:21])[N:20]=1.C(N(CC)CC)C. The catalyst is CN(C=O)C.CCOC(C)=O.CO. The product is [Br:21][C:19]1[N:20]=[C:16]([N:7]2[CH2:6][CH2:5][C:4]([CH2:2][CH3:3])([C:10]([O:12][CH2:13][CH3:14])=[O:11])[CH2:9][CH2:8]2)[S:17][CH:18]=1. The yield is 0.890.